This data is from Full USPTO retrosynthesis dataset with 1.9M reactions from patents (1976-2016). The task is: Predict the reactants needed to synthesize the given product. (1) Given the product [O:12]=[S:7]1(=[O:13])[CH2:11][CH2:10][CH2:9][N:8]1[C:39]1[CH:38]=[CH:37][C:35]2[NH:36][C:31]([C:28]3[C:29](=[O:30])[N:20]([CH2:19][C:18]4[CH:17]=[CH:16][C:15]([F:14])=[CH:47][CH:46]=4)[C@@H:21]4[C@H:26]([C:27]=3[OH:44])[C@@H:25]3[CH2:45][C@H:22]4[CH2:23][CH2:24]3)=[N:32][S:33](=[O:43])(=[O:42])[C:34]=2[CH:40]=1, predict the reactants needed to synthesize it. The reactants are: N(CC(O)=O)C.[S:7]1(=[O:13])(=[O:12])[CH2:11][CH2:10][CH2:9][NH:8]1.[F:14][C:15]1[CH:47]=[CH:46][C:18]([CH2:19][N:20]2[C:29](=[O:30])[C:28]([C:31]3[NH:36][C:35]4[CH:37]=[CH:38][C:39](I)=[CH:40][C:34]=4[S:33](=[O:43])(=[O:42])[N:32]=3)=[C:27]([OH:44])[C@H:26]3[C@@H:21]2[C@H:22]2[CH2:45][C@@H:25]3[CH2:24][CH2:23]2)=[CH:17][CH:16]=1.P([O-])([O-])([O-])=O.[K+].[K+].[K+]. (2) Given the product [CH:2]1([CH2:6][S:7]([NH:10][C:11]2[CH:12]=[C:13]([C:17]3[CH:22]=[CH:21][C:20]([C:23]([N:25]4[CH2:30][CH2:29][N:28]([C:35]([C:32]5([OH:31])[CH2:34][CH2:33]5)=[O:36])[CH2:27][CH2:26]4)=[O:24])=[CH:19][CH:18]=3)[CH:14]=[CH:15][CH:16]=2)(=[O:9])=[O:8])[CH2:5][CH2:4][CH2:3]1, predict the reactants needed to synthesize it. The reactants are: Cl.[CH:2]1([CH2:6][S:7]([NH:10][C:11]2[CH:12]=[C:13]([C:17]3[CH:22]=[CH:21][C:20]([C:23]([N:25]4[CH2:30][CH2:29][NH:28][CH2:27][CH2:26]4)=[O:24])=[CH:19][CH:18]=3)[CH:14]=[CH:15][CH:16]=2)(=[O:9])=[O:8])[CH2:5][CH2:4][CH2:3]1.[OH:31][C:32]1([C:35](O)=[O:36])[CH2:34][CH2:33]1.CN(C(ON1N=NC2C=CC=CC1=2)=[N+](C)C)C.F[P-](F)(F)(F)(F)F.CCN(C(C)C)C(C)C. (3) Given the product [CH2:15]([N:18]1[CH2:23][CH2:22][N:21]([CH2:31][CH2:32][CH2:33][OH:34])[CH2:20][CH2:19]1)[C:16]#[CH:17], predict the reactants needed to synthesize it. The reactants are: OC(C(F)(F)F)=O.OC(C(F)(F)F)=O.[CH2:15]([N:18]1[CH2:23][CH2:22][NH:21][CH2:20][CH2:19]1)[C:16]#[CH:17].C(=O)([O-])[O-].[K+].[K+].Br[CH2:31][CH2:32][CH2:33][OH:34]. (4) Given the product [CH3:1][C:2]1[CH:6]=[C:5]([CH3:7])[NH:4][C:3]=1[C:8]([OH:10])=[O:9], predict the reactants needed to synthesize it. The reactants are: [CH3:1][C:2]1[CH:6]=[C:5]([CH3:7])[NH:4][C:3]=1[C:8]([O:10]CC)=[O:9].CO.[OH-].[Na+]. (5) Given the product [CH3:1][N:2]1[C:10]2[C:5](=[CH:6][CH:7]=[CH:8][CH:9]=2)[C:4]([C:11]2[C:12]([N:14]([CH3:26])[C:15](=[O:23])[C:16]=2[C:17]2[CH:22]=[CH:21][CH:20]=[CH:19][CH:18]=2)=[O:13])=[CH:3]1, predict the reactants needed to synthesize it. The reactants are: [CH3:1][N:2]1[C:10]2[C:5](=[CH:6][CH:7]=[CH:8][CH:9]=2)[C:4]([C:11]2[C:12]([NH:14][C:15](=[O:23])[C:16]=2[C:17]2[CH:22]=[CH:21][CH:20]=[CH:19][CH:18]=2)=[O:13])=[CH:3]1.[H-].[Na+].[CH3:26]I.[Cl-].[Na+]. (6) Given the product [CH2:51]([O:58][C:59](=[O:69])[C@H:60]([CH2:62][C:63]1[CH:68]=[CH:67][CH:66]=[CH:65][CH:64]=1)[NH:61][C:13](=[O:15])[C@H:11]([CH3:12])[NH:10][S:7]([C:4]1[CH:3]=[CH:2][C:1]([CH3:16])=[CH:6][CH:5]=1)(=[O:8])=[O:9])[C:52]1[CH:53]=[CH:54][CH:55]=[CH:56][CH:57]=1, predict the reactants needed to synthesize it. The reactants are: [C:1]1([CH3:16])[CH:6]=[CH:5][C:4]([S:7]([NH:10][C@H:11]([C:13]([OH:15])=O)[CH3:12])(=[O:9])=[O:8])=[CH:3][CH:2]=1.F[P-](F)(F)(F)(F)F.N1(O[P+](N(C)C)(N(C)C)N(C)C)C2C=CC=CC=2N=N1.CN1CCOCC1.[CH2:51]([O:58][C:59](=[O:69])[C@H:60]([CH2:62][C:63]1[CH:68]=[CH:67][CH:66]=[CH:65][CH:64]=1)[NH2:61])[C:52]1[CH:57]=[CH:56][CH:55]=[CH:54][CH:53]=1. (7) The reactants are: N([O-])=O.[Na+].[Br:5][C:6]1[S:10][C:9](N)=[N:8][C:7]=1[C:12]1[CH:17]=[CH:16][N:15]=[C:14]([S:18][CH3:19])[N:13]=1.[OH-].[Na+].C([O-])([O-])=O.[Na+].[Na+]. Given the product [Br:5][C:6]1[S:10][CH:9]=[N:8][C:7]=1[C:12]1[CH:17]=[CH:16][N:15]=[C:14]([S:18][CH3:19])[N:13]=1, predict the reactants needed to synthesize it. (8) Given the product [C:34]([OH:39])(=[O:38])[C:35]([OH:37])=[O:36].[CH3:1][O:2][C@H:3]1[CH2:7][CH2:6][CH2:5][C@H:4]1[O:8][C:9]1[C:14]2[C:15]([O:18][CH2:19][CH:20]3[CH2:21][CH2:22][N:23]([CH2:26][C:27]4([OH:33])[CH2:32][CH2:31][O:30][CH2:29][CH2:28]4)[CH2:24][CH2:25]3)=[N:16][O:17][C:13]=2[CH:12]=[CH:11][CH:10]=1, predict the reactants needed to synthesize it. The reactants are: [CH3:1][O:2][C@H:3]1[CH2:7][CH2:6][CH2:5][C@H:4]1[O:8][C:9]1[C:14]2[C:15]([O:18][CH2:19][CH:20]3[CH2:25][CH2:24][N:23]([CH2:26][C:27]4([OH:33])[CH2:32][CH2:31][O:30][CH2:29][CH2:28]4)[CH2:22][CH2:21]3)=[N:16][O:17][C:13]=2[CH:12]=[CH:11][CH:10]=1.[C:34]([OH:39])(=[O:38])[C:35]([OH:37])=[O:36]. (9) Given the product [Br:18][C:19]1[CH:24]=[CH:23][C:22]([O:25][CH2:7][C:6]([O:5][C:1]([CH3:4])([CH3:3])[CH3:2])=[O:17])=[C:21]([I:26])[CH:20]=1, predict the reactants needed to synthesize it. The reactants are: [C:1]([O:5][C:6](=[O:17])[CH2:7]OC1C=CC(Cl)=CC=1Br)([CH3:4])([CH3:3])[CH3:2].[Br:18][C:19]1[CH:24]=[CH:23][C:22]([OH:25])=[C:21]([I:26])[CH:20]=1. (10) Given the product [CH3:49][N:50]1[CH:54]=[CH:53][C:52]([NH:55][C:57]2[N:62]=[CH:61][C:60]3[CH:63]=[N:64][N:65]([CH2:66][C:67]4[CH:72]=[CH:71][CH:70]=[C:69]([N+:73]([O-:75])=[O:74])[CH:68]=4)[C:59]=3[CH:58]=2)=[N:51]1, predict the reactants needed to synthesize it. The reactants are: CC1(C)C2C(=C(P(C3C=CC=CC=3)C3C=CC=CC=3)C=CC=2)OC2C(P(C3C=CC=CC=3)C3C=CC=CC=3)=CC=CC1=2.C(=O)([O-])[O-].[Cs+].[Cs+].[CH3:49][N:50]1[CH:54]=[CH:53][C:52]([NH2:55])=[N:51]1.Cl[C:57]1[N:62]=[CH:61][C:60]2[CH:63]=[N:64][N:65]([CH2:66][C:67]3[CH:72]=[CH:71][CH:70]=[C:69]([N+:73]([O-:75])=[O:74])[CH:68]=3)[C:59]=2[CH:58]=1.